Predict the reactants needed to synthesize the given product. From a dataset of Full USPTO retrosynthesis dataset with 1.9M reactions from patents (1976-2016). (1) Given the product [N+:19]([C:18]1[C:13]([NH:12][C@@H:9]2[CH2:10][CH2:11][C@H:6]([C:25]#[N:26])[CH2:7][CH2:8]2)=[C:14]2[S:24][CH:23]=[CH:22][C:15]2=[N:16][CH:17]=1)([O-:21])=[O:20], predict the reactants needed to synthesize it. The reactants are: CS(O[C@H:6]1[CH2:11][CH2:10][C@H:9]([NH:12][C:13]2[C:18]([N+:19]([O-:21])=[O:20])=[CH:17][N:16]=[C:15]3[CH:22]=[CH:23][S:24][C:14]=23)[CH2:8][CH2:7]1)(=O)=O.[C-:25]#[N:26].[Na+]. (2) Given the product [OH:45][CH2:44][CH:40]1[CH2:39][N:38]([CH3:37])[CH2:43][CH2:42][N:41]1[CH2:6][C:7]1[N:12]=[CH:11][C:10]2[N:13]=[CH:14][N:15]([C:16]3[S:17][C:18]([C:34]([NH2:35])=[O:36])=[C:19]([O:21][C@@H:22]([C:24]4[CH:29]=[CH:28][CH:27]=[CH:26][C:25]=4[C:30]([F:33])([F:32])[F:31])[CH3:23])[CH:20]=3)[C:9]=2[CH:8]=1, predict the reactants needed to synthesize it. The reactants are: CS(O[CH2:6][C:7]1[N:12]=[CH:11][C:10]2[N:13]=[CH:14][N:15]([C:16]3[S:17][C:18]([C:34](=[O:36])[NH2:35])=[C:19]([O:21][C@@H:22]([C:24]4[CH:29]=[CH:28][CH:27]=[CH:26][C:25]=4[C:30]([F:33])([F:32])[F:31])[CH3:23])[CH:20]=3)[C:9]=2[CH:8]=1)(=O)=O.[CH3:37][N:38]1[CH2:43][CH2:42][NH:41][CH:40]([CH2:44][OH:45])[CH2:39]1.C(OC(N1CCNCC1C(O)=O)=O)(C)(C)C.C(OC(N1CCNC[C@H]1C(O)=O)=O)(C)(C)C. (3) Given the product [CH2:12]([O:7][C:6](=[O:9])[CH2:2][C:3]([CH3:5])=[CH2:4])[CH3:13], predict the reactants needed to synthesize it. The reactants are: Cl[CH2:2][C:3]([CH3:5])=[CH2:4].[C:6](=[O:9])([O-])[O-:7].[K+].[K+].[CH2:12](O)[CH3:13]. (4) Given the product [CH3:31][Si:30]([CH3:33])([CH3:32])[CH2:29][CH2:28][O:27][CH2:26][N:23]1[C:19]2[N:20]=[CH:21][N:22]=[C:17]([C:15]3[CH:14]=[N:13][N:12]([CH:8]([C:4]4[CH:5]=[N:6][CH:7]=[C:2]([C:39]#[C:38][Si:35]([CH3:37])([CH3:36])[CH3:34])[CH:3]=4)[CH2:9][C:10]#[N:11])[CH:16]=3)[C:18]=2[CH:25]=[CH:24]1, predict the reactants needed to synthesize it. The reactants are: Br[C:2]1[CH:3]=[C:4]([CH:8]([N:12]2[CH:16]=[C:15]([C:17]3[C:18]4[CH:25]=[CH:24][N:23]([CH2:26][O:27][CH2:28][CH2:29][Si:30]([CH3:33])([CH3:32])[CH3:31])[C:19]=4[N:20]=[CH:21][N:22]=3)[CH:14]=[N:13]2)[CH2:9][C:10]#[N:11])[CH:5]=[N:6][CH:7]=1.[CH3:34][Si:35]([C:38]#[CH:39])([CH3:37])[CH3:36]. (5) Given the product [C:1]([C:3]1[C:4]([O:16][CH3:17])=[C:5]([CH2:13][OH:14])[C:6]2[C:11]([CH:12]=1)=[CH:10][CH:9]=[CH:8][CH:7]=2)#[N:2], predict the reactants needed to synthesize it. The reactants are: [C:1]([C:3]1[C:4]([O:16][CH3:17])=[C:5]([C:13](O)=[O:14])[C:6]2[C:11]([CH:12]=1)=[CH:10][CH:9]=[CH:8][CH:7]=2)#[N:2].C1COCC1.C(OC(Cl)=O)C(C)C.[BH4-].[Na+]. (6) Given the product [CH2:1]([O:3][C:4]([C:6]1[C:7]([Cl:19])=[CH:8][C:9](=[O:15])[N:10]2[C:14]=1[CH2:13][CH2:12][CH2:11]2)=[O:5])[CH3:2], predict the reactants needed to synthesize it. The reactants are: [CH2:1]([O:3][C:4]([C:6]1[C:7](O)=[CH:8][C:9](=[O:15])[N:10]2[C:14]=1[CH2:13][CH2:12][CH2:11]2)=[O:5])[CH3:2].O=P(Cl)(Cl)[Cl:19].C([O-])([O-])=O.[K+].[K+]. (7) The reactants are: [NH2:1][C:2]1[N:10]=[C:9]2[C:5]([N:6]([CH2:18][O:19][CH2:20][CH2:21][Si:22]([CH3:25])([CH3:24])[CH3:23])[C:7](=[O:17])[N:8]2[CH:11]2[CH2:16][CH2:15][O:14][CH2:13][CH2:12]2)=[CH:4][N:3]=1.Br[C:27]1[C:28](=[O:34])[NH:29][N:30]=[C:31]([Cl:33])[CH:32]=1.C(=O)([O-])[O-].[Cs+].[Cs+].CC1(C)C2C=CC=C(P(C3C=CC=CC=3)C3C=CC=CC=3)C=2OC2C1=CC=CC=2P(C1C=CC=CC=1)C1C=CC=CC=1. Given the product [Cl:33][C:31]1[CH:32]=[C:27]([NH:1][C:2]2[N:10]=[C:9]3[C:5]([N:6]([CH2:18][O:19][CH2:20][CH2:21][Si:22]([CH3:25])([CH3:24])[CH3:23])[C:7](=[O:17])[N:8]3[CH:11]3[CH2:12][CH2:13][O:14][CH2:15][CH2:16]3)=[CH:4][N:3]=2)[C:28](=[O:34])[NH:29][N:30]=1, predict the reactants needed to synthesize it.